The task is: Predict which catalyst facilitates the given reaction.. This data is from Catalyst prediction with 721,799 reactions and 888 catalyst types from USPTO. (1) Reactant: [Al+3].[Cl-].[Cl-].[Cl-].[Na+].[Cl-].[CH2:7]1[C:17]2=[C:18]3[C:13](=[CH:14][CH:15]=[CH:16]2)[CH2:12][CH2:11][C:10](=[O:19])[N:9]3[CH2:8]1.Cl.[C:21](Cl)(=[O:28])[C:22]1[CH:27]=[CH:26][CH:25]=[N:24][CH:23]=1.Cl. Product: [N:24]1[CH:25]=[CH:26][CH:27]=[C:22]([C:21]([C:15]2[CH:14]=[C:13]3[C:18]4=[C:17]([CH2:7][CH2:8][N:9]4[C:10](=[O:19])[CH2:11][CH2:12]3)[CH:16]=2)=[O:28])[CH:23]=1. The catalyst class is: 40. (2) Reactant: Br[CH2:2][C:3]([C:5]1[CH:10]=[CH:9][C:8]([Br:11])=[CH:7][C:6]=1[F:12])=O.[NH2:13][C:14]1[C:19](OC)=[CH:18][CH:17]=[CH:16][N:15]=1.C[CH2:23][OH:24]. Product: [Br:11][C:8]1[CH:9]=[CH:10][C:5]([C:3]2[N:13]=[C:14]3[CH:19]=[CH:18][CH:17]=[C:16]([O:24][CH3:23])[N:15]3[CH:2]=2)=[C:6]([F:12])[CH:7]=1. The catalyst class is: 6. (3) Reactant: [Si:1]([O:8][C@H:9]([C:24]1[CH:33]=[CH:32][C:31]([OH:34])=[C:30]2[C:25]=1[CH:26]=[CH:27][C:28](=[O:35])[NH:29]2)[CH2:10][NH:11][CH2:12][CH:13]1[CH2:18][CH2:17][N:16]([CH2:19][CH2:20][C:21](O)=[O:22])[CH2:15][CH2:14]1)([C:4]([CH3:7])([CH3:6])[CH3:5])([CH3:3])[CH3:2].[CH2:36]([NH2:43])[C:37]1[CH:42]=[CH:41][CH:40]=[CH:39][CH:38]=1.C(N(CC)CC)C.CN(C(ON1N=NC2C=CC=NC1=2)=[N+](C)C)C.F[P-](F)(F)(F)(F)F. Product: [CH2:36]([NH:43][C:21](=[O:22])[CH2:20][CH2:19][N:16]1[CH2:15][CH2:14][CH:13]([CH2:12][NH:11][CH2:10][C@H:9]([O:8][Si:1]([C:4]([CH3:7])([CH3:5])[CH3:6])([CH3:2])[CH3:3])[C:24]2[CH:33]=[CH:32][C:31]([OH:34])=[C:30]3[C:25]=2[CH:26]=[CH:27][C:28](=[O:35])[NH:29]3)[CH2:18][CH2:17]1)[C:37]1[CH:42]=[CH:41][CH:40]=[CH:39][CH:38]=1. The catalyst class is: 618. (4) Reactant: [C:1](=[O:3])=[O:2].[C:4]([OH:16])(=[O:15])[CH2:5][C:6]([CH2:11][C:12]([OH:14])=[O:13])([C:8]([OH:10])=[O:9])[OH:7].C(=O)(O)[O-].[Na+:21]. Product: [C:1](=[O:3])=[O:2].[C:4]([O-:16])(=[O:15])[CH2:5][C:6]([CH2:11][C:12]([O-:14])=[O:13])([C:8]([O-:10])=[O:9])[OH:7].[Na+:21].[Na+:21].[Na+:21]. The catalyst class is: 6. (5) Reactant: FC(F)(F)C(O)=O.[NH2:8][CH:9]([CH:21]1[CH:28]2[CH2:29][CH:24]3[CH2:25][C:26]([OH:31])([CH2:30][CH:22]1[CH2:23]3)[CH2:27]2)[C:10]([N:12]1[CH2:17][CH:16]2[CH:14]([CH2:15]2)[CH:13]1[C:18]([NH2:20])=[O:19])=[O:11].[C:32]([O:36][C:37]([NH:39][CH:40]([CH:51]([CH3:53])[CH3:52])[C:41]([N:43]1[CH2:47][CH2:46][CH2:45][CH:44]1[C:48](O)=[O:49])=[O:42])=[O:38])([CH3:35])([CH3:34])[CH3:33].CCN(C(C)C)C(C)C.CCN=C=NCCCN(C)C.Cl. Product: [C:32]([O:36][C:37](=[O:38])[NH:39][CH:40]([C:41]([N:43]1[CH2:47][CH2:46][CH2:45][CH:44]1[C:48](=[O:49])[NH:8][CH:9]([CH:21]1[CH:22]2[CH2:23][CH:24]3[CH2:25][C:26]([OH:31])([CH2:27][CH:28]1[CH2:29]3)[CH2:30]2)[C:10]([N:12]1[CH2:17][CH:16]2[CH:14]([CH2:15]2)[CH:13]1[C:18](=[O:19])[NH2:20])=[O:11])=[O:42])[CH:51]([CH3:53])[CH3:52])([CH3:33])([CH3:34])[CH3:35]. The catalyst class is: 1.